From a dataset of Reaction yield outcomes from USPTO patents with 853,638 reactions. Predict the reaction yield, written as a fraction of the theoretical maximum amount of product (1.0 means a 100% yield; for example, 0.34 means a 34% yield). (1) The reactants are F[C:2]1[CH:7]=[CH:6][CH:5]=[C:4]([F:8])[N:3]=1.[CH3:9][O:10][C:11]1[CH:18]=[CH:17][C:14]([CH2:15][NH2:16])=[CH:13][CH:12]=1.C(N(CC)C(C)C)(C)C.O. The catalyst is CN1CCCC1=O. The product is [F:8][C:4]1[N:3]=[C:2]([NH:16][CH2:15][C:14]2[CH:17]=[CH:18][C:11]([O:10][CH3:9])=[CH:12][CH:13]=2)[CH:7]=[CH:6][CH:5]=1. The yield is 0.748. (2) The reactants are P(Cl)(Cl)([Cl:3])=O.O[C:7]1[N:12]=[CH:11][N:10]=[C:9]2[N:13]([C:16]3[CH:17]=[C:18]([CH:21]=[CH:22][C:23]=3[CH3:24])[C:19]#[N:20])[N:14]=[CH:15][C:8]=12. No catalyst specified. The product is [Cl:3][C:7]1[N:12]=[CH:11][N:10]=[C:9]2[N:13]([C:16]3[CH:17]=[C:18]([CH:21]=[CH:22][C:23]=3[CH3:24])[C:19]#[N:20])[N:14]=[CH:15][C:8]=12. The yield is 0.900.